From a dataset of Full USPTO retrosynthesis dataset with 1.9M reactions from patents (1976-2016). Predict the reactants needed to synthesize the given product. (1) Given the product [CH3:1][N:2]1[CH:6]=[C:5]([NH:7][C:30]([C:23]2[N:22]([CH3:21])[CH:26]=[C:25]([N+:27]([O-:29])=[O:28])[CH:24]=2)=[O:31])[CH:4]=[C:3]1[C:10]([NH:12][CH2:13][CH2:14][N:15]1[CH2:20][CH2:19][O:18][CH2:17][CH2:16]1)=[O:11], predict the reactants needed to synthesize it. The reactants are: [CH3:1][N:2]1[CH:6]=[C:5]([N+:7]([O-])=O)[CH:4]=[C:3]1[C:10]([NH:12][CH2:13][CH2:14][N:15]1[CH2:20][CH2:19][O:18][CH2:17][CH2:16]1)=[O:11].[CH3:21][N:22]1[CH:26]=[C:25]([N+:27]([O-:29])=[O:28])[CH:24]=[C:23]1[C:30](Cl)=[O:31]. (2) Given the product [CH2:19]([O:18][C:17](=[O:21])[NH:12][C:11]1[CH:13]=[CH:14][C:8]([O:7][CH2:6][C:5]2[CH:15]=[CH:16][C:2]([F:1])=[CH:3][CH:4]=2)=[CH:9][CH:10]=1)[CH3:20], predict the reactants needed to synthesize it. The reactants are: [F:1][C:2]1[CH:16]=[CH:15][C:5]([CH2:6][O:7][C:8]2[CH:14]=[CH:13][C:11]([NH2:12])=[CH:10][CH:9]=2)=[CH:4][CH:3]=1.[C:17](O[C:17]([O:18][CH2:19][CH3:20])=[O:21])(=[O:21])[O:18][CH2:19][CH3:20]. (3) Given the product [F:1][C:2]([F:12])([F:13])[O:3][C:4]1[CH:11]=[CH:10][CH:9]=[CH:8][C:5]=1[CH2:6][NH:7][C:8]([C:5]1[CH:4]=[C:11]2[C:20](=[CH:19][CH:6]=1)[CH2:21][NH:22][CH2:24][CH2:10]2)=[O:26], predict the reactants needed to synthesize it. The reactants are: [F:1][C:2]([F:13])([F:12])[O:3][C:4]1[CH:11]=[CH:10][CH:9]=[CH:8][C:5]=1[CH2:6][NH2:7].CCN=C=N[CH2:19][CH2:20][CH2:21][N:22]([CH3:24])C.Cl.[OH2:26]. (4) Given the product [CH3:1][C:2]1[CH:10]=[CH:9][C:5]([C:6]([O:8][CH3:15])=[O:7])=[CH:4][C:3]=1[C:11]([F:12])([F:13])[F:14], predict the reactants needed to synthesize it. The reactants are: [CH3:1][C:2]1[CH:10]=[CH:9][C:5]([C:6]([OH:8])=[O:7])=[CH:4][C:3]=1[C:11]([F:14])([F:13])[F:12].[C:15](=O)([O-])[O-].[K+].[K+].IC. (5) Given the product [CH:1]1([O:6][C:7](=[O:41])[C@@H:8]([NH:40][CH2:42][CH:43]([CH3:45])[CH3:44])[CH2:9][CH2:10][O:11][C:12]2[CH:21]=[C:20]3[C:15]([C:16]([O:22][C:23]4[CH:28]=[CH:27][C:26]([NH:29][C:30](=[O:37])[C:31]5[CH:32]=[CH:33][CH:34]=[CH:35][CH:36]=5)=[CH:25][CH:24]=4)=[CH:17][CH:18]=[N:19]3)=[CH:14][C:13]=2[O:38][CH3:39])[CH2:5][CH2:4][CH2:3][CH2:2]1, predict the reactants needed to synthesize it. The reactants are: [CH:1]1([O:6][C:7](=[O:41])[C@@H:8]([NH2:40])[CH2:9][CH2:10][O:11][C:12]2[CH:21]=[C:20]3[C:15]([C:16]([O:22][C:23]4[CH:28]=[CH:27][C:26]([NH:29][C:30](=[O:37])[C:31]5[CH:36]=[CH:35][CH:34]=[CH:33][CH:32]=5)=[CH:25][CH:24]=4)=[CH:17][CH:18]=[N:19]3)=[CH:14][C:13]=2[O:38][CH3:39])[CH2:5][CH2:4][CH2:3][CH2:2]1.[CH:42](=O)[CH:43]([CH3:45])[CH3:44].C([BH3-])#N.[Na+]. (6) Given the product [C:13]([C:12]1[O:17][C:7]([C:1]2[CH:2]=[CH:3][CH:4]=[CH:5][CH:6]=2)=[N:11][N:10]=1)([CH3:16])([CH3:15])[CH3:14], predict the reactants needed to synthesize it. The reactants are: [C:1]1([C:7]2[NH:11][N:10]=NN=2)[CH:6]=[CH:5][CH:4]=[CH:3][CH:2]=1.[C:12](Cl)(=[O:17])[C:13]([CH3:16])([CH3:15])[CH3:14].